This data is from Retrosynthesis with 50K atom-mapped reactions and 10 reaction types from USPTO. The task is: Predict the reactants needed to synthesize the given product. (1) Given the product Brc1cnc(Nc2nc(CN3CCOCC3)cs2)c2ncnn12, predict the reactants needed to synthesize it. The reactants are: Brc1ncc(Br)n2ncnc12.Nc1nc(CN2CCOCC2)cs1. (2) Given the product COc1nccc2nc(-c3ccc(C(C)(C)N)cc3)c(-c3cccs3)cc12, predict the reactants needed to synthesize it. The reactants are: COc1nccc2nc(-c3ccc(C(C)(C)N=[N+]=[N-])cc3)c(-c3cccs3)cc12.